This data is from Forward reaction prediction with 1.9M reactions from USPTO patents (1976-2016). The task is: Predict the product of the given reaction. (1) Given the reactants [CH:1]1([NH:4][C:5]2[N:10]3[N:11]=[C:12]([C:17]4[CH:22]=[CH:21][C:20]([O:23][CH3:24])=[CH:19][CH:18]=4)[C:13]([C:14](=[O:16])[CH3:15])=[C:9]3[CH:8]=[CH:7][CH:6]=2)[CH2:3][CH2:2]1.C(O[CH:30](OC(C)(C)C)[N:31]([CH3:33])[CH3:32])(C)(C)C, predict the reaction product. The product is: [CH:1]1([NH:4][C:5]2[N:10]3[N:11]=[C:12]([C:17]4[CH:18]=[CH:19][C:20]([O:23][CH3:24])=[CH:21][CH:22]=4)[C:13]([C:14](=[O:16])/[CH:15]=[CH:30]/[N:31]([CH3:33])[CH3:32])=[C:9]3[CH:8]=[CH:7][CH:6]=2)[CH2:3][CH2:2]1. (2) Given the reactants [F:1][C:2]1[CH:7]=[CH:6][CH:5]=[C:4]([CH3:8])[N:3]=1.C([O:13]C(N(C)C)N(C)C)(C)(C)C.I([O-])(=O)(=O)=O.[Na+], predict the reaction product. The product is: [F:1][C:2]1[CH:7]=[CH:6][CH:5]=[C:4]([CH:8]=[O:13])[N:3]=1. (3) Given the reactants [CH3:1][C:2]1[S:6][C:5]([C:7]2[CH:12]=[CH:11][CH:10]=[CH:9][CH:8]=2)=[N:4][C:3]=1[CH2:13][O:14][C:15]1[CH:19]=[C:18]([C:20](OC)=[O:21])[O:17][N:16]=1.[H-].C([Al+]CC(C)C)C(C)C.O.O.O.O.O.O.O.O.O.O.[O-]S([O-])(=O)=O.[Na+].[Na+], predict the reaction product. The product is: [CH3:1][C:2]1[S:6][C:5]([C:7]2[CH:8]=[CH:9][CH:10]=[CH:11][CH:12]=2)=[N:4][C:3]=1[CH2:13][O:14][C:15]1[CH:19]=[C:18]([CH2:20][OH:21])[O:17][N:16]=1. (4) Given the reactants C[O:2][C:3](=[O:12])[C:4]1[CH:9]=[CH:8][C:7]([Cl:10])=[C:6]([NH2:11])[CH:5]=1.[OH-].[Li+], predict the reaction product. The product is: [NH2:11][C:6]1[CH:5]=[C:4]([CH:9]=[CH:8][C:7]=1[Cl:10])[C:3]([OH:12])=[O:2]. (5) The product is: [N:15]1([CH2:20][CH2:21][NH:22][S:11]([C:8]2[CH:9]=[CH:10][C:5]([NH:4][C:1](=[O:3])[CH3:2])=[CH:6][CH:7]=2)(=[O:13])=[O:12])[CH2:19][CH2:18][CH2:17][CH2:16]1. Given the reactants [C:1]([NH:4][C:5]1[CH:10]=[CH:9][C:8]([S:11](Cl)(=[O:13])=[O:12])=[CH:7][CH:6]=1)(=[O:3])[CH3:2].[N:15]1([CH2:20][CH2:21][NH2:22])[CH2:19][CH2:18][CH2:17][CH2:16]1, predict the reaction product. (6) The product is: [OH:39][CH2:38][CH2:37][N:36]([CH:33]([CH3:35])[CH3:34])[C:15]([C:9]1[S:10][C:11]2[CH2:12][CH2:13][O:14][C:5]3[CH:4]=[CH:3][C:2]([Br:1])=[CH:18][C:6]=3[C:7]=2[N:8]=1)=[O:17]. Given the reactants [Br:1][C:2]1[CH:3]=[CH:4][C:5]2[O:14][CH2:13][CH2:12][C:11]3[S:10][C:9]([C:15]([OH:17])=O)=[N:8][C:7]=3[C:6]=2[CH:18]=1.CN(C)C=O.C(N(CC)C(C)C)(C)C.[CH:33]([NH:36][CH2:37][CH2:38][OH:39])([CH3:35])[CH3:34], predict the reaction product.